Predict the reactants needed to synthesize the given product. From a dataset of Full USPTO retrosynthesis dataset with 1.9M reactions from patents (1976-2016). (1) Given the product [CH3:29][O:11][C:10](=[O:12])[C@@H:9]([NH:8][C:6]([O:5][C:1]([CH3:4])([CH3:2])[CH3:3])=[O:7])[CH2:13][C:14]1[CH:15]=[C:16]([F:21])[CH:17]=[C:18]([F:20])[CH:19]=1, predict the reactants needed to synthesize it. The reactants are: [C:1]([O:5][C:6]([NH:8][C@@H:9]([CH2:13][C:14]1[CH:19]=[C:18]([F:20])[CH:17]=[C:16]([F:21])[CH:15]=1)[C:10]([OH:12])=[O:11])=[O:7])([CH3:4])([CH3:3])[CH3:2].O.[OH-].[Li+].S(OC)(O[CH3:29])(=O)=O.C(=O)(O)[O-].[Na+]. (2) Given the product [C:34]1([CH:31]2[O:32][CH2:33][CH:28]([O:27][CH2:26][CH2:25][OH:24])[CH2:29][O:30]2)[CH:35]=[CH:36][CH:37]=[CH:38][CH:39]=1, predict the reactants needed to synthesize it. The reactants are: CCCC[N+](CCCC)(CCCC)CCCC.[F-].C([Si](C)(C)[O:24][CH2:25][CH2:26][O:27][CH:28]1[CH2:33][O:32][CH:31]([C:34]2[CH:39]=[CH:38][CH:37]=[CH:36][CH:35]=2)[O:30][CH2:29]1)(C)(C)C.[Cl-].[NH4+]. (3) Given the product [C:23]([C:21]1[CH:20]=[CH:19][C:18]([O:27][CH3:28])=[C:17]([NH:16][C:15]([NH:30][C:31]2[C:40]3[C:35](=[CH:36][CH:37]=[CH:38][CH:39]=3)[C:34]([O:41][C:42]3[CH:47]=[CH:46][N:45]=[C:44]([NH:48][C:49]4[CH:54]=[C:53]([O:55][CH2:56][CH2:57][O:58][CH2:59][CH2:60][O:61][CH2:62][CH2:63][O:64][CH3:65])[CH:52]=[C:51]([O:66][CH3:67])[CH:50]=4)[N:43]=3)=[CH:33][CH:32]=2)=[O:29])[CH:22]=1)([CH3:24])([CH3:25])[CH3:26], predict the reactants needed to synthesize it. The reactants are: CCN(CC)CC.C1(O[C:15](=[O:29])[NH:16][C:17]2[CH:22]=[C:21]([C:23]([CH3:26])([CH3:25])[CH3:24])[CH:20]=[CH:19][C:18]=2[O:27][CH3:28])C=CC=CC=1.[NH2:30][C:31]1[C:40]2[C:35](=[CH:36][CH:37]=[CH:38][CH:39]=2)[C:34]([O:41][C:42]2[CH:47]=[CH:46][N:45]=[C:44]([NH:48][C:49]3[CH:54]=[C:53]([O:55][CH2:56][CH2:57][O:58][CH2:59][CH2:60][O:61][CH2:62][CH2:63][O:64][CH3:65])[CH:52]=[C:51]([O:66][CH3:67])[CH:50]=3)[N:43]=2)=[CH:33][CH:32]=1. (4) Given the product [S:22]1[C:23]2[CH:29]=[CH:28][CH:27]=[CH:26][C:24]=2[N:25]=[C:21]1[S:20][C:2]1[C:9]([C:10]#[N:11])=[C:8]([O:12][CH:13]([CH3:15])[CH3:14])[C:7]([O:16][CH:17]([CH3:19])[CH3:18])=[CH:6][C:3]=1[C:4]#[N:5], predict the reactants needed to synthesize it. The reactants are: Br[C:2]1[C:9]([C:10]#[N:11])=[C:8]([O:12][CH:13]([CH3:15])[CH3:14])[C:7]([O:16][CH:17]([CH3:19])[CH3:18])=[CH:6][C:3]=1[C:4]#[N:5].[SH:20][C:21]1[S:22][C:23]2[CH:29]=[CH:28][CH:27]=[CH:26][C:24]=2[N:25]=1.Cl.